This data is from NCI-60 drug combinations with 297,098 pairs across 59 cell lines. The task is: Regression. Given two drug SMILES strings and cell line genomic features, predict the synergy score measuring deviation from expected non-interaction effect. (1) Drug 1: C1=C(C(=O)NC(=O)N1)F. Drug 2: C(CCl)NC(=O)N(CCCl)N=O. Cell line: NCI-H322M. Synergy scores: CSS=35.2, Synergy_ZIP=7.64, Synergy_Bliss=9.77, Synergy_Loewe=1.23, Synergy_HSA=5.14. (2) Drug 1: CC1C(C(CC(O1)OC2CC(CC3=C2C(=C4C(=C3O)C(=O)C5=C(C4=O)C(=CC=C5)OC)O)(C(=O)C)O)N)O.Cl. Drug 2: COCCOC1=C(C=C2C(=C1)C(=NC=N2)NC3=CC=CC(=C3)C#C)OCCOC.Cl. Cell line: HL-60(TB). Synergy scores: CSS=42.3, Synergy_ZIP=0.894, Synergy_Bliss=0.414, Synergy_Loewe=-45.9, Synergy_HSA=0.738. (3) Drug 1: C1CC(=O)NC(=O)C1N2C(=O)C3=CC=CC=C3C2=O. Drug 2: B(C(CC(C)C)NC(=O)C(CC1=CC=CC=C1)NC(=O)C2=NC=CN=C2)(O)O. Cell line: NCI-H460. Synergy scores: CSS=11.9, Synergy_ZIP=2.58, Synergy_Bliss=1.14, Synergy_Loewe=-61.9, Synergy_HSA=-1.25.